Dataset: Catalyst prediction with 721,799 reactions and 888 catalyst types from USPTO. Task: Predict which catalyst facilitates the given reaction. Reactant: [C:1]([O:5][C:6]([N:8]1[CH2:15][CH:14]2[CH:10]([CH2:11][NH:12][CH2:13]2)[CH2:9]1)=[O:7])([CH3:4])([CH3:3])[CH3:2].[F:16][C@H:17]1[CH2:19][C@H:18]1[C:20](O)=[O:21].C(N(CC)CC)C.F[P-](F)(F)(F)(F)F.N1(OC(N(C)C)=[N+](C)C)C2C=CC=CC=2N=N1. Product: [C:1]([O:5][C:6]([N:8]1[CH2:9][CH:10]2[CH:14]([CH2:13][N:12]([C:20]([CH:18]3[CH2:19][CH:17]3[F:16])=[O:21])[CH2:11]2)[CH2:15]1)=[O:7])([CH3:4])([CH3:2])[CH3:3]. The catalyst class is: 115.